From a dataset of Forward reaction prediction with 1.9M reactions from USPTO patents (1976-2016). Predict the product of the given reaction. Given the reactants [ClH:1].Cl.[CH3:3][C:4]1[NH:8][N:7]=[CH:6][C:5]=1[C:9]1[S:17][C:16]2[C:15](=[O:18])[NH:14][C:13]([C@@H:19]3[CH2:24][CH:23]=[CH:22][CH2:21][NH:20]3)=[N:12][C:11]=2[CH:10]=1.O, predict the reaction product. The product is: [ClH:1].[CH3:3][C:4]1[NH:8][N:7]=[CH:6][C:5]=1[C:9]1[S:17][C:16]2[C:15](=[O:18])[NH:14][C:13]([C@@H:19]3[CH2:24][CH:23]=[CH:22][CH2:21][NH:20]3)=[N:12][C:11]=2[CH:10]=1.